This data is from Full USPTO retrosynthesis dataset with 1.9M reactions from patents (1976-2016). The task is: Predict the reactants needed to synthesize the given product. (1) Given the product [Cl:1][C:2]1[CH:7]=[CH:6][C:5]([C:8]2([OH:34])[CH2:13][CH2:12][N:11]([CH2:14][CH2:15][CH:16]=[C:17]3[C:27]4[C:22](=[N:23][CH:24]=[CH:25][CH:26]=4)[O:21][C:20]4[CH:28]=[CH:29][CH:30]=[C:31]([C:32]5[NH:37][N:36]=[N:35][N:33]=5)[C:19]=4[CH2:18]3)[CH2:10][CH2:9]2)=[CH:4][CH:3]=1, predict the reactants needed to synthesize it. The reactants are: [Cl:1][C:2]1[CH:7]=[CH:6][C:5]([C:8]2([OH:34])[CH2:13][CH2:12][N:11]([CH2:14][CH2:15][CH:16]=[C:17]3[C:27]4[C:22](=[N:23][CH:24]=[CH:25][CH:26]=4)[O:21][C:20]4[CH:28]=[CH:29][CH:30]=[C:31]([C:32]#[N:33])[C:19]=4[CH2:18]3)[CH2:10][CH2:9]2)=[CH:4][CH:3]=1.[N-:35]=[N+:36]=[N-:37].[Na+].[Cl-].[NH4+].O. (2) Given the product [CH:1]1([N:4]([CH:18]2[CH2:23][CH2:22][N:21]([CH2:41][CH2:40][CH2:39][CH:38]([C:35]3[CH:34]=[CH:33][C:32]([F:31])=[CH:37][CH:36]=3)[C:43]3[CH:48]=[CH:47][C:46]([F:49])=[CH:45][CH:44]=3)[CH2:20][CH2:19]2)[S:5]([C:8]2[CH:13]=[CH:12][CH:11]=[C:10]([C:14]([F:17])([F:15])[F:16])[CH:9]=2)(=[O:6])=[O:7])[CH2:3][CH2:2]1, predict the reactants needed to synthesize it. The reactants are: [CH:1]1([N:4]([CH:18]2[CH2:23][CH2:22][NH:21][CH2:20][CH2:19]2)[S:5]([C:8]2[CH:13]=[CH:12][CH:11]=[C:10]([C:14]([F:17])([F:16])[F:15])[CH:9]=2)(=[O:7])=[O:6])[CH2:3][CH2:2]1.C(N(CC)CC)C.[F:31][C:32]1[CH:37]=[CH:36][C:35]([CH:38]([C:43]2[CH:48]=[CH:47][C:46]([F:49])=[CH:45][CH:44]=2)[CH2:39][CH2:40][CH2:41]Cl)=[CH:34][CH:33]=1. (3) The reactants are: [NH2:1][C:2]1[CH:7]=[CH:6][C:5]([OH:8])=[CH:4][C:3]=1[N+:9]([O-:11])=[O:10].[CH3:12]C([O-])(C)C.[K+].Cl[C:19]1[CH:24]=[CH:23]N=[C:21]([C:25]([NH:27][CH3:28])=[O:26])[CH:20]=1.C([O-])([O-])=O.[K+].[K+].C[NH-]. Given the product [NH2:1][C:2]1[CH:7]=[CH:6][C:5]([O:8][C:19]2[CH:20]=[C:21]([CH:12]=[CH:23][CH:24]=2)[C:25]([NH:27][CH3:28])=[O:26])=[CH:4][C:3]=1[N+:9]([O-:11])=[O:10], predict the reactants needed to synthesize it. (4) Given the product [N+:11]([C:10]1[C:5]2[S:4](=[O:26])[C:3]3[CH:14]=[N:24][CH:22]=[N:1][C:2]=3[C:6]=2[CH:7]=[CH:8][CH:9]=1)([O-:13])=[O:12], predict the reactants needed to synthesize it. The reactants are: [NH2:1][C:2]1[C:6]2[CH:7]=[CH:8][CH:9]=[C:10]([N+:11]([O-:13])=[O:12])[C:5]=2[S:4][C:3]=1[C:14](OC)=O.C(O)(=O)C.[CH:22]([NH2:24])=N.C(N)=[O:26]. (5) Given the product [C:1]([CH2:14][CH:15]1[CH2:20][S:19][CH2:18][CH2:17][N:16]1[C:21]([O:23][C:24]([CH3:27])([CH3:26])[CH3:25])=[O:22])#[N:3], predict the reactants needed to synthesize it. The reactants are: [CH2:1]([N:3](CC)CC)C.CS(Cl)(=O)=O.O[CH2:14][CH:15]1[CH2:20][S:19][CH2:18][CH2:17][N:16]1[C:21]([O:23][C:24]([CH3:27])([CH3:26])[CH3:25])=[O:22].[C-]#N.[K+].